Dataset: NCI-60 drug combinations with 297,098 pairs across 59 cell lines. Task: Regression. Given two drug SMILES strings and cell line genomic features, predict the synergy score measuring deviation from expected non-interaction effect. (1) Drug 1: CC1CCC2CC(C(=CC=CC=CC(CC(C(=O)C(C(C(=CC(C(=O)CC(OC(=O)C3CCCCN3C(=O)C(=O)C1(O2)O)C(C)CC4CCC(C(C4)OC)OCCO)C)C)O)OC)C)C)C)OC. Drug 2: CCC1(CC2CC(C3=C(CCN(C2)C1)C4=CC=CC=C4N3)(C5=C(C=C6C(=C5)C78CCN9C7C(C=CC9)(C(C(C8N6C)(C(=O)OC)O)OC(=O)C)CC)OC)C(=O)OC)O.OS(=O)(=O)O. Cell line: MALME-3M. Synergy scores: CSS=20.6, Synergy_ZIP=-9.33, Synergy_Bliss=-5.77, Synergy_Loewe=-5.94, Synergy_HSA=-3.64. (2) Drug 1: COC1=CC(=CC(=C1O)OC)C2C3C(COC3=O)C(C4=CC5=C(C=C24)OCO5)OC6C(C(C7C(O6)COC(O7)C8=CC=CS8)O)O. Drug 2: C1=CC(=CC=C1C#N)C(C2=CC=C(C=C2)C#N)N3C=NC=N3. Cell line: NCIH23. Synergy scores: CSS=55.5, Synergy_ZIP=-1.01, Synergy_Bliss=0.134, Synergy_Loewe=-26.3, Synergy_HSA=1.04. (3) Cell line: UACC62. Drug 2: CC1=C(C=C(C=C1)C(=O)NC2=CC(=CC(=C2)C(F)(F)F)N3C=C(N=C3)C)NC4=NC=CC(=N4)C5=CN=CC=C5. Synergy scores: CSS=3.28, Synergy_ZIP=-0.423, Synergy_Bliss=2.27, Synergy_Loewe=0.146, Synergy_HSA=1.09. Drug 1: CCC1(CC2CC(C3=C(CCN(C2)C1)C4=CC=CC=C4N3)(C5=C(C=C6C(=C5)C78CCN9C7C(C=CC9)(C(C(C8N6C=O)(C(=O)OC)O)OC(=O)C)CC)OC)C(=O)OC)O.OS(=O)(=O)O.